Dataset: Forward reaction prediction with 1.9M reactions from USPTO patents (1976-2016). Task: Predict the product of the given reaction. (1) Given the reactants [CH3:1][Li].[CH3:3][C:4]1[CH2:9][CH2:8][CH2:7][C:6](=[O:10])[C:5]=1[CH2:11][C:12]([O:14][CH2:15][C:16]1[CH:21]=[CH:20][CH:19]=[CH:18][CH:17]=1)=[O:13].[F:22][C:23]([F:43])([F:42])[S:24](N([S:24]([C:23]([F:43])([F:42])[F:22])(=[O:26])=[O:25])C1C=CC(Cl)=CN=1)(=[O:26])=[O:25].[Cl-].[NH4+], predict the reaction product. The product is: [CH3:3][C:4]1([CH3:1])[C:5]([CH2:11][C:12]([O:14][CH2:15][C:16]2[CH:17]=[CH:18][CH:19]=[CH:20][CH:21]=2)=[O:13])=[C:6]([O:10][S:24]([C:23]([F:43])([F:42])[F:22])(=[O:26])=[O:25])[CH2:7][CH2:8][CH2:9]1. (2) Given the reactants [Cl:1][C:2]1[CH:7]=[C:6]([OH:8])[C:5]([Cl:9])=[CH:4][N:3]=1.CC(C)([O-])C.[Na+].Br[CH2:17][CH:18]1[CH2:21][CH2:20][CH2:19]1, predict the reaction product. The product is: [Cl:1][C:2]1[CH:7]=[C:6]([O:8][CH2:17][CH:18]2[CH2:21][CH2:20][CH2:19]2)[C:5]([Cl:9])=[CH:4][N:3]=1. (3) Given the reactants [CH2:1]([O:3][C:4](=[O:17])[C@:5]([OH:16])([CH3:15])[C@@H:6]([C@H:8]1[CH2:12][O:11][C:10]([CH3:14])([CH3:13])[O:9]1)[OH:7])[CH3:2].[C:18](Cl)([C:20]1[CH:25]=[CH:24][CH:23]=[CH:22][CH:21]=1)=[O:19], predict the reaction product. The product is: [CH2:1]([O:3][C:4](=[O:17])[C@:5]([OH:16])([CH3:15])[C@@H:6]([C@H:8]1[CH2:12][O:11][C:10]([CH3:13])([CH3:14])[O:9]1)[O:7][C:18](=[O:19])[C:20]1[CH:25]=[CH:24][CH:23]=[CH:22][CH:21]=1)[CH3:2]. (4) Given the reactants [N+:1]([CH2:4][C:5]([C:7]1[CH:12]=[CH:11][CH:10]=[CH:9][C:8]=1[NH:13][C:14](=O)[C:15]([F:18])([F:17])[F:16])=[O:6])([O-:3])=[O:2].O.Cl, predict the reaction product. The product is: [N+:1]([C:4]1[C:14]([C:15]([F:18])([F:17])[F:16])=[N:13][C:8]2[C:7]([C:5]=1[OH:6])=[CH:12][CH:11]=[CH:10][CH:9]=2)([O-:3])=[O:2]. (5) The product is: [Cl:17][C:11]1[C:12]([N:14]([CH3:16])[CH3:15])=[CH:13][C:8]2[N:7]=[C:21]([C:22]3[CH:27]=[CH:26][CH:25]=[C:24]([N:28]4[CH:32]=[CH:31][CH:30]=[N:29]4)[CH:23]=3)[CH2:20][C:19](=[O:34])[NH:18][C:9]=2[CH:10]=1. Given the reactants C(OC(=O)[NH:7][C:8]1[CH:13]=[C:12]([N:14]([CH3:16])[CH3:15])[C:11]([Cl:17])=[CH:10][C:9]=1[NH:18][C:19](=[O:34])[CH2:20][C:21](=O)[C:22]1[CH:27]=[CH:26][CH:25]=[C:24]([N:28]2[CH:32]=[CH:31][CH:30]=[N:29]2)[CH:23]=1)(C)(C)C.C(O)(C(F)(F)F)=O, predict the reaction product.